Dataset: Peptide-MHC class I binding affinity with 185,985 pairs from IEDB/IMGT. Task: Regression. Given a peptide amino acid sequence and an MHC pseudo amino acid sequence, predict their binding affinity value. This is MHC class I binding data. The peptide sequence is DINFITVNI. The MHC is HLA-A32:01 with pseudo-sequence HLA-A32:01. The binding affinity (normalized) is 0.441.